Dataset: Peptide-MHC class II binding affinity with 134,281 pairs from IEDB. Task: Regression. Given a peptide amino acid sequence and an MHC pseudo amino acid sequence, predict their binding affinity value. This is MHC class II binding data. (1) The binding affinity (normalized) is 0. The peptide sequence is TWYGKPTGAGPKDNG. The MHC is DRB3_0202 with pseudo-sequence DRB3_0202. (2) The peptide sequence is QKLMEDINVGFKAAV. The MHC is DRB1_0405 with pseudo-sequence DRB1_0405. The binding affinity (normalized) is 0.186. (3) The peptide sequence is ILSEGNSFTAPNESY. The MHC is DRB1_1101 with pseudo-sequence DRB1_1101. The binding affinity (normalized) is 0.153. (4) The peptide sequence is VSCRVKLSALTLKGT. The MHC is DRB1_0405 with pseudo-sequence DRB1_0405. The binding affinity (normalized) is 0.165. (5) The peptide sequence is DVTITAPGDSPNTDG. The MHC is HLA-DPA10301-DPB10402 with pseudo-sequence HLA-DPA10301-DPB10402. The binding affinity (normalized) is 0. (6) The peptide sequence is EKKYFAATQFEPLAP. The MHC is HLA-DQA10101-DQB10501 with pseudo-sequence HLA-DQA10101-DQB10501. The binding affinity (normalized) is 0.478.